From a dataset of HIV replication inhibition screening data with 41,000+ compounds from the AIDS Antiviral Screen. Binary Classification. Given a drug SMILES string, predict its activity (active/inactive) in a high-throughput screening assay against a specified biological target. (1) The drug is Cc1cc(Br)ccc1N=Nc1c(C)nn(-c2ccccc2)c1-c1ccccc1. The result is 0 (inactive). (2) The drug is CC1(C)N=c2c(ncn2CCO)=C(C(N)=O)N1. The result is 0 (inactive). (3) The drug is C1CC2=C(C1)[Se]C(=C1Sc3nsnc3S1)[Se]2. The result is 0 (inactive). (4) The drug is Cc1noc(NS(=O)(=O)c2ccc(NC(=O)c3ccc4[nH]c5ccccc5c(=O)c4c3)cc2)c1C. The result is 0 (inactive). (5) The molecule is O=C(O)C(F)(F)F.c1ccc2cc(CNCCCCNCCCNCc3ccc4ccccc4c3)ccc2c1. The result is 0 (inactive).